Dataset: Forward reaction prediction with 1.9M reactions from USPTO patents (1976-2016). Task: Predict the product of the given reaction. (1) Given the reactants [CH:1](=[O:8])[C:2]1[CH:7]=[CH:6][CH:5]=[CH:4][CH:3]=1.[N+:9]([CH3:12])([O-:11])=[O:10], predict the reaction product. The product is: [C:2]1([C@H:1]([OH:8])[CH2:12][N+:9]([O-:11])=[O:10])[CH:7]=[CH:6][CH:5]=[CH:4][CH:3]=1. (2) Given the reactants [F:1][C:2]1[CH:3]=[C:4]([CH:15]=[CH:16][C:17]=1[F:18])[O:5][C:6]1[CH:13]=[CH:12][C:9]([CH:10]=O)=[CH:8][C:7]=1[F:14].[NH3:19].[BH4-].[Na+], predict the reaction product. The product is: [F:1][C:2]1[CH:3]=[C:4]([CH:15]=[CH:16][C:17]=1[F:18])[O:5][C:6]1[CH:13]=[CH:12][C:9]([CH2:10][NH2:19])=[CH:8][C:7]=1[F:14]. (3) Given the reactants [NH2:1][C:2]1[CH:7]=[C:6]([Br:8])[CH:5]=[CH:4][C:3]=1[C:9]([C:11]1[CH:16]=[CH:15][CH:14]=[CH:13][CH:12]=1)=O.[NH2:17][CH2:18][C:19](OCC)=[O:20], predict the reaction product. The product is: [Br:8][C:6]1[CH:5]=[CH:4][C:3]2=[C:2]([CH:7]=1)[NH:1][C:19](=[O:20])[CH2:18][N:17]=[C:9]2[C:11]1[CH:16]=[CH:15][CH:14]=[CH:13][CH:12]=1. (4) Given the reactants [F:1][C:2]1[CH:7]=[C:6]([CH:8]2[O:12][C:11](=[O:13])[NH:10][CH:9]2[CH2:14][C:15]2[CH:20]=[CH:19][CH:18]=[C:17]([O:21][C:22]([F:27])([F:26])[CH:23]([F:25])[F:24])[CH:16]=2)[CH:5]=[CH:4][N:3]=1.[C:28](O[C:28]([O:30][C:31]([CH3:34])([CH3:33])[CH3:32])=[O:29])([O:30][C:31]([CH3:34])([CH3:33])[CH3:32])=[O:29].CN(C1C=CC=CN=1)C.O, predict the reaction product. The product is: [F:1][C:2]1[CH:7]=[C:6]([CH:8]2[O:12][C:11](=[O:13])[N:10]([C:28]([O:30][C:31]([CH3:34])([CH3:33])[CH3:32])=[O:29])[CH:9]2[CH2:14][C:15]2[CH:20]=[CH:19][CH:18]=[C:17]([O:21][C:22]([F:27])([F:26])[CH:23]([F:25])[F:24])[CH:16]=2)[CH:5]=[CH:4][N:3]=1. (5) Given the reactants [Br:1][C:2]1[CH:10]=[CH:9][C:5]([C:6](Cl)=[O:7])=[CH:4][CH:3]=1.[O:11]=[C:12]([CH2:18][CH3:19])[CH2:13][C:14]([O:16][CH3:17])=[O:15].CC(C)([O-])C.[Na+], predict the reaction product. The product is: [CH3:17][O:16][C:14](=[O:15])[CH:13]([C:6](=[O:7])[C:5]1[CH:9]=[CH:10][C:2]([Br:1])=[CH:3][CH:4]=1)[C:12](=[O:11])[CH2:18][CH3:19]. (6) The product is: [CH3:30][C:29]1[N:31]=[C:24]([CH:10]2[CH2:11][CH:12]([C:14]3[CH:15]=[CH:16][C:17]([C:20]([F:22])([F:23])[F:21])=[CH:18][CH:19]=3)[CH2:13][N:8]([C:6]([N:3]3[CH2:4][CH2:5][S:1][CH2:2]3)=[O:7])[CH2:9]2)[O:25][N:28]=1. Given the reactants [S:1]1[CH2:5][CH2:4][N:3]([C:6]([N:8]2[CH2:13][CH:12]([C:14]3[CH:19]=[CH:18][C:17]([C:20]([F:23])([F:22])[F:21])=[CH:16][CH:15]=3)[CH2:11][CH:10]([C:24](O)=[O:25])[CH2:9]2)=[O:7])[CH2:2]1.O[NH:28][C:29](=[NH:31])[CH3:30], predict the reaction product. (7) Given the reactants [NH2:1][O:2][CH2:3][CH2:4][C:5]1[C:6]([CH3:21])=[N:7][N:8]([CH3:20])[C:9]=1[N:10]1[C:18]2[C:13](=[CH:14][C:15]([Cl:19])=[CH:16][CH:17]=2)[CH:12]=[CH:11]1.C(N(CC)CC)C.Cl[C:30]([O:32][CH2:33][CH2:34][CH2:35][CH3:36])=[O:31], predict the reaction product. The product is: [Cl:19][C:15]1[CH:14]=[C:13]2[C:18](=[CH:17][CH:16]=1)[N:10]([C:9]1[N:8]([CH3:20])[N:7]=[C:6]([CH3:21])[C:5]=1[CH2:4][CH2:3][O:2][NH:1][C:30](=[O:31])[O:32][CH2:33][CH2:34][CH2:35][CH3:36])[CH:11]=[CH:12]2. (8) Given the reactants [CH2:1]([C:3]12[CH2:9][CH:6]([CH2:7][CH2:8]1)[CH2:5][C:4]2=[O:10])[CH3:2].O1CC[CH2:13][CH2:12]1, predict the reaction product. The product is: [C:12]([C:4]1([OH:10])[CH2:5][CH:6]2[CH2:9][C:3]1([CH2:1][CH3:2])[CH2:8][CH2:7]2)#[CH:13]. (9) Given the reactants [F:1][C:2]1[CH:7]=[CH:6][C:5]([CH2:8][C:9]2[CH:18]=[C:17]3[C:12]([C:13]([OH:28])=[C:14]([C:24]([NH:26][CH3:27])=[O:25])[C:15](=[O:23])[N:16]3[CH2:19][C:20]([OH:22])=O)=[N:11][CH:10]=2)=[CH:4][CH:3]=1.[O:29]([NH2:31])[CH3:30], predict the reaction product. The product is: [F:1][C:2]1[CH:7]=[CH:6][C:5]([CH2:8][C:9]2[CH:18]=[C:17]3[C:12]([C:13]([OH:28])=[C:14]([C:24]([NH:26][CH3:27])=[O:25])[C:15](=[O:23])[N:16]3[CH2:19][C:20]([NH:31][O:29][CH3:30])=[O:22])=[N:11][CH:10]=2)=[CH:4][CH:3]=1.